Task: Predict the reactants needed to synthesize the given product.. Dataset: Full USPTO retrosynthesis dataset with 1.9M reactions from patents (1976-2016) Given the product [C:1]1([S:7]([N:10]2[C:14]3=[N:15][CH:16]=[C:17]([F:19])[CH:18]=[C:13]3[CH:12]=[C:11]2[C:20]([O:27][S:44]([C:41]2[CH:42]=[CH:43][C:38]([CH3:58])=[CH:39][CH:40]=2)(=[O:46])=[O:45])=[CH:21][CH:22]2[CH2:23][CH2:24][CH2:25][CH2:26]2)(=[O:9])=[O:8])[CH:2]=[CH:3][CH:4]=[CH:5][CH:6]=1, predict the reactants needed to synthesize it. The reactants are: [C:1]1([S:7]([N:10]2[C:14]3=[N:15][CH:16]=[C:17]([F:19])[CH:18]=[C:13]3[CH:12]=[C:11]2[C:20](=[O:27])[CH2:21][CH:22]2[CH2:26][CH2:25][CH2:24][CH2:23]2)(=[O:9])=[O:8])[CH:6]=[CH:5][CH:4]=[CH:3][CH:2]=1.C[Si]([N-][Si](C)(C)C)(C)C.[Li+].[C:38]1([CH3:58])[CH:43]=[CH:42][C:41]([S:44](O[S:44]([C:41]2[CH:42]=[CH:43][C:38]([CH3:58])=[CH:39][CH:40]=2)(=[O:46])=[O:45])(=[O:46])=[O:45])=[CH:40][CH:39]=1.